This data is from Catalyst prediction with 721,799 reactions and 888 catalyst types from USPTO. The task is: Predict which catalyst facilitates the given reaction. (1) Reactant: [CH2:1]([C:3]1[N:12]=[C:11]([CH2:13][CH3:14])[CH:10]=[C:9]2[C:4]=1[CH:5]=[CH:6][C:7](=[O:15])[NH:8]2)[CH3:2].C(=O)([O-])[O-].[K+].[K+].[Br:22][C:23]1[CH:28]=[CH:27][C:26]([CH2:29]Br)=[CH:25][C:24]=1[F:31]. Product: [Br:22][C:23]1[CH:28]=[CH:27][C:26]([CH2:29][N:8]2[C:9]3[C:4](=[C:3]([CH2:1][CH3:2])[N:12]=[C:11]([CH2:13][CH3:14])[CH:10]=3)[CH:5]=[CH:6][C:7]2=[O:15])=[CH:25][C:24]=1[F:31]. The catalyst class is: 9. (2) Reactant: [Cl:1][C:2]1[C:3]2[CH:14]=[CH:13][C:12](=[O:15])[N:11]([C:16]3[C:21]([F:22])=[CH:20][CH:19]=[CH:18][C:17]=3[F:23])[C:4]=2[N:5]=[C:6](S(C)=O)[N:7]=1.[NH2:24][CH:25]([CH2:28][OH:29])[CH2:26][OH:27].CCN(CC)CC. Product: [Cl:1][C:2]1[C:3]2[CH:14]=[CH:13][C:12](=[O:15])[N:11]([C:16]3[C:21]([F:22])=[CH:20][CH:19]=[CH:18][C:17]=3[F:23])[C:4]=2[N:5]=[C:6]([NH:24][CH:25]([CH2:28][OH:29])[CH2:26][OH:27])[N:7]=1. The catalyst class is: 139. (3) Reactant: [CH:1]([N:4]1[C:12]2[C:7](=[CH:8][CH:9]=[CH:10][CH:11]=2)[C:6]([C:13]([NH:15][C@@H:16]2[CH2:20][N:19]([C:21]([O:23][C:24]([CH3:27])([CH3:26])[CH3:25])=[O:22])[C@H:18]([CH2:28][C:29](OC)=[O:30])[CH2:17]2)=[O:14])=[N:5]1)([CH3:3])[CH3:2].[BH4-].[Li+].O. The catalyst class is: 7. Product: [OH:30][CH2:29][CH2:28][C@@H:18]1[CH2:17][C@H:16]([NH:15][C:13]([C:6]2[C:7]3[C:12](=[CH:11][CH:10]=[CH:9][CH:8]=3)[N:4]([CH:1]([CH3:3])[CH3:2])[N:5]=2)=[O:14])[CH2:20][N:19]1[C:21]([O:23][C:24]([CH3:26])([CH3:25])[CH3:27])=[O:22]. (4) Reactant: [OH:1][B:2]([OH:15])[C:3]1[CH:4]=[N:5][C:6]2[N:7]([N:9]=[CH:10][C:11]=2[C:12]([OH:14])=O)[CH:8]=1.C(N(CC)CC)C.CN(C(ON1N=NC2C=CC=CC1=2)=[N+](C)C)C.[B-](F)(F)(F)F.Cl.[NH2:46][CH2:47][C:48]([NH2:50])=[O:49]. Product: [NH2:50][C:48](=[O:49])[CH2:47][NH:46][C:12]([C:11]1[CH:10]=[N:9][N:7]2[CH:8]=[C:3]([B:2]([OH:1])[OH:15])[CH:4]=[N:5][C:6]=12)=[O:14]. The catalyst class is: 726.